Dataset: Full USPTO retrosynthesis dataset with 1.9M reactions from patents (1976-2016). Task: Predict the reactants needed to synthesize the given product. (1) Given the product [Cl:1][C:2]1[CH:3]=[C:4]2[C:8](=[CH:9][CH:10]=1)[NH:7][CH:6]=[C:5]2[C:11]1[O:12][CH:15]=[C:16]([C:17]([O:19][CH2:20][CH3:21])=[O:18])[N:13]=1, predict the reactants needed to synthesize it. The reactants are: [Cl:1][C:2]1[CH:3]=[C:4]2[C:8](=[CH:9][CH:10]=1)[NH:7][CH:6]=[C:5]2[C:11]([NH2:13])=[O:12].Br[CH2:15][C:16](=O)[C:17]([O:19][CH2:20][CH3:21])=[O:18]. (2) Given the product [CH:2]([C:3]1[O:4][C:5]([CH3:18])=[CH:6][C:7](=[O:17])[C:8]=1[O:9][CH2:10][C:11]1[CH:16]=[CH:15][CH:14]=[CH:13][CH:12]=1)=[O:1], predict the reactants needed to synthesize it. The reactants are: [OH:1][CH2:2][C:3]1[O:4][C:5]([CH3:18])=[CH:6][C:7](=[O:17])[C:8]=1[O:9][CH2:10][C:11]1[CH:16]=[CH:15][CH:14]=[CH:13][CH:12]=1.CS(C)=O.C(N(CC)CC)C.